Dataset: Catalyst prediction with 721,799 reactions and 888 catalyst types from USPTO. Task: Predict which catalyst facilitates the given reaction. (1) Reactant: [Cl:1][C:2]1[CH:7]=[CH:6][C:5]([CH2:8][C:9]([O:11][CH2:12][CH3:13])=[O:10])=[C:4]([I:14])[CH:3]=1.[H-].[Na+].Br[CH2:18][CH2:19][CH2:20]Br. Product: [Cl:1][C:2]1[CH:7]=[CH:6][C:5]([C:8]2([C:9]([O:11][CH2:12][CH3:13])=[O:10])[CH2:20][CH2:19][CH2:18]2)=[C:4]([I:14])[CH:3]=1. The catalyst class is: 3. (2) Reactant: [CH3:1][C:2]1([CH3:21])[CH2:20][N:6]2[C:7]3[CH:8]=[CH:9][C:10]([NH2:19])=[CH:11][C:12]=3[C:13]3([O:18][CH2:17][CH2:16][CH2:15][O:14]3)[C:5]2=[N:4][CH2:3]1.CCN(CC)CC.[C:29]1([S:35](Cl)(=[O:37])=[O:36])[CH:34]=[CH:33][CH:32]=[CH:31][CH:30]=1. Product: [CH3:1][C:2]1([CH3:21])[CH2:20][N:6]2[C:7]3[CH:8]=[CH:9][C:10]([NH:19][S:35]([C:29]4[CH:34]=[CH:33][CH:32]=[CH:31][CH:30]=4)(=[O:37])=[O:36])=[CH:11][C:12]=3[C:13]3([O:18][CH2:17][CH2:16][CH2:15][O:14]3)[C:5]2=[N:4][CH2:3]1. The catalyst class is: 2. (3) Reactant: [CH3:1][O:2][C:3](=[O:27])[C:4]1[CH:9]=[C:8]([O:10][CH3:11])[CH:7]=[CH:6][C:5]=1[NH:12][C:13]1[N:17]([C:18]2[CH:23]=[CH:22][CH:21]=[CH:20][C:19]=2[CH3:24])[N:16]=[C:15]([CH3:25])[C:14]=1Br.[Cl:28][C:29]1[CH:30]=[C:31]2[C:36](=[CH:37][C:38]=1B1OC(C)(C)C(C)(C)O1)[N:35]=[CH:34][CH:33]=[N:32]2.C(=O)([O-])[O-].[Na+].[Na+].O. Product: [CH3:1][O:2][C:3](=[O:27])[C:4]1[CH:9]=[C:8]([O:10][CH3:11])[CH:7]=[CH:6][C:5]=1[NH:12][C:13]1[N:17]([C:18]2[CH:23]=[CH:22][CH:21]=[CH:20][C:19]=2[CH3:24])[N:16]=[C:15]([CH3:25])[C:14]=1[C:38]1[CH:37]=[C:36]2[C:31](=[CH:30][C:29]=1[Cl:28])[N:32]=[CH:33][CH:34]=[N:35]2. The catalyst class is: 427. (4) Reactant: Cl.[CH3:2][C:3]1([CH:6]([NH2:8])[CH3:7])[CH2:5][CH2:4]1.[CH2:9]([O:11][C:12](=[O:15])[CH:13]=[CH2:14])[CH3:10].C(N(CC)CC)C. Product: [CH3:2][C:3]1([CH:6]([NH:8][CH2:14][CH2:13][C:12]([O:11][CH2:9][CH3:10])=[O:15])[CH3:7])[CH2:5][CH2:4]1. The catalyst class is: 8. (5) Product: [ClH:19].[ClH:46].[F:32][C:33]1[CH:45]=[CH:44][C:36]([CH2:37][N:38]2[CH2:43][CH2:42][N:41]([C:20]([O:9][CH2:8][CH:4]3[O:5][CH2:6][CH2:7][N:2]([CH3:1])[CH2:3]3)=[O:21])[CH2:40][CH2:39]2)=[CH:35][CH:34]=1. The catalyst class is: 2. Reactant: [CH3:1][N:2]1[CH2:7][CH2:6][O:5][CH:4]([CH2:8][OH:9])[CH2:3]1.CCN(C(C)C)C(C)C.[Cl:19][C:20](OC1C=CC([N+]([O-])=O)=CC=1)=[O:21].[F:32][C:33]1[CH:45]=[CH:44][C:36]([CH2:37][N:38]2[CH2:43][CH2:42][NH:41][CH2:40][CH2:39]2)=[CH:35][CH:34]=1.[ClH:46].CCOCC. (6) Reactant: [Br:1][C:2]1[CH:3]=[CH:4][C:5]([CH2:10]Br)=[C:6]([CH:9]=1)[C:7]#[N:8].[NH:12]1[CH2:17][CH2:16][O:15][CH2:14][CH2:13]1.C(N(CC)CC)C. Product: [Br:1][C:2]1[CH:3]=[CH:4][C:5]([CH2:10][N:12]2[CH2:17][CH2:16][O:15][CH2:14][CH2:13]2)=[C:6]([CH:9]=1)[C:7]#[N:8]. The catalyst class is: 5. (7) The catalyst class is: 46. Reactant: [NH2:1][C@@H:2]1[C:9](=[O:10])[N:8]2[C@H:11]([C:14]([O:16][CH2:17][C:18]3[CH:23]=[CH:22][CH:21]=[CH:20][CH:19]=3)=[O:15])[CH2:12][CH2:13][C@@H:7]2[CH2:6][CH:5]=[CH:4][CH2:3]1.[C:24]([O:28][C:29]([N:31]([CH3:37])[C@H:32]([CH3:36])[C:33](O)=[O:34])=[O:30])([CH3:27])([CH3:26])[CH3:25].CCN=C=NCCCN(C)C.Cl.C1C=CC2N(O)N=NC=2C=1.CCN(C(C)C)C(C)C. Product: [C:24]([O:28][C:29]([N:31]([CH3:37])[C@@H:32]([CH3:36])[C:33]([NH:1][C@@H:2]1[C:9](=[O:10])[N:8]2[C@H:11]([C:14]([O:16][CH2:17][C:18]3[CH:19]=[CH:20][CH:21]=[CH:22][CH:23]=3)=[O:15])[CH2:12][CH2:13][C@@H:7]2[CH2:6][CH:5]=[CH:4][CH2:3]1)=[O:34])=[O:30])([CH3:27])([CH3:26])[CH3:25].